This data is from Full USPTO retrosynthesis dataset with 1.9M reactions from patents (1976-2016). The task is: Predict the reactants needed to synthesize the given product. (1) Given the product [N+:13]([C:16]1[CH:30]=[CH:29][CH:28]=[CH:27][C:17]=1/[CH:18]=[CH:8]/[C:7]1[C:2]([NH2:1])=[N:3][CH:4]=[N:5][CH:6]=1)([O-:15])=[O:14], predict the reactants needed to synthesize it. The reactants are: [NH2:1][C:2]1[C:7]([CH:8]=O)=[CH:6][N:5]=[CH:4][N:3]=1.C[O-].[Na+].[N+:13]([C:16]1[CH:30]=[CH:29][CH:28]=[CH:27][C:17]=1[CH2:18]P(=O)(OCC)OCC)([O-:15])=[O:14].CO. (2) Given the product [CH3:32][O:31][C:29]1[C:28]([O:33][CH3:34])=[CH:27][C:26]2[C:20]([C:17]3[CH:18]=[CH:19][C:14]([N:11]4[CH2:12][CH2:13][NH:8][CH2:9][C:10]4=[O:40])=[CH:15][CH:16]=3)=[N:21][N:22]([C:36]([NH:38][CH3:39])=[O:37])[CH:23]([CH3:35])[CH2:24][C:25]=2[CH:30]=1, predict the reactants needed to synthesize it. The reactants are: C([N:8]1[CH2:13][CH2:12][N:11]([C:14]2[CH:19]=[CH:18][C:17]([C:20]3[C:26]4[CH:27]=[C:28]([O:33][CH3:34])[C:29]([O:31][CH3:32])=[CH:30][C:25]=4[CH2:24][CH:23]([CH3:35])[N:22]([C:36]([NH:38][CH3:39])=[O:37])[N:21]=3)=[CH:16][CH:15]=2)[C:10](=[O:40])[CH2:9]1)C1C=CC=CC=1.[H][H]. (3) Given the product [F:8][C:6]1[CH:5]=[C:4]([C:9]2[CH:14]=[N:13][C:12]([NH:15][C:27](=[O:28])[CH2:26][CH:24]3[CH2:23][CH2:22][N:21]4[C:17](=[O:16])[O:18][CH2:19][CH:20]4[CH2:25]3)=[N:11][CH:10]=2)[CH:3]=[C:2]([F:1])[CH:7]=1, predict the reactants needed to synthesize it. The reactants are: [F:1][C:2]1[CH:3]=[C:4]([C:9]2[CH:10]=[N:11][C:12]([NH2:15])=[N:13][CH:14]=2)[CH:5]=[C:6]([F:8])[CH:7]=1.[O:16]=[C:17]1[N:21]2[CH2:22][CH2:23][CH:24]([CH2:26][C:27](O)=[O:28])[CH2:25][CH:20]2[CH2:19][O:18]1. (4) The reactants are: N1C=CC=CC=1.[NH2:7][C@@H:8]([C:10]([OH:12])=[O:11])[CH3:9].C[Si](Cl)(C)C.[C:18](Cl)(=[O:30])[CH2:19][CH2:20][CH2:21][CH2:22][CH2:23][CH2:24][CH2:25][CH2:26][CH2:27][CH2:28][CH3:29]. Given the product [C:18]([NH:7][C@@H:8]([C:10]([OH:12])=[O:11])[CH3:9])(=[O:30])[CH2:19][CH2:20][CH2:21][CH2:22][CH2:23][CH2:24][CH2:25][CH2:26][CH2:27][CH2:28][CH3:29], predict the reactants needed to synthesize it. (5) The reactants are: Br[C:2]1[CH2:7][C:6]([CH3:9])([CH3:8])[CH2:5][C:4](=[O:10])[CH:3]=1.[CH:11]1[C:19]2[C:18]3[CH:20]=[CH:21][CH:22]=[CH:23][C:17]=3[O:16][C:15]=2[C:14](B(O)O)=[CH:13][CH:12]=1. Given the product [CH:11]1[C:19]2[C:18]3[CH:20]=[CH:21][CH:22]=[CH:23][C:17]=3[O:16][C:15]=2[C:14]([C:2]2[CH2:7][C:6]([CH3:9])([CH3:8])[CH2:5][C:4](=[O:10])[CH:3]=2)=[CH:13][CH:12]=1, predict the reactants needed to synthesize it.